Dataset: Full USPTO retrosynthesis dataset with 1.9M reactions from patents (1976-2016). Task: Predict the reactants needed to synthesize the given product. (1) Given the product [S:12]1[C:17]2[CH:18]=[CH:19][C:20]([C:9](=[O:11])[CH3:10])=[CH:21][C:16]=2[CH2:15][CH2:14][CH2:13]1, predict the reactants needed to synthesize it. The reactants are: [Cl-].[Al+3].[Cl-].[Cl-].C(O[C:9](=[O:11])[CH3:10])(=O)C.[S:12]1[C:17]2[CH:18]=[CH:19][CH:20]=[CH:21][C:16]=2[CH2:15][CH2:14][CH2:13]1. (2) Given the product [Cl:1][C:2]1[CH:3]=[C:4]([CH2:9][Br:12])[CH:5]=[N:6][C:7]=1[Cl:8], predict the reactants needed to synthesize it. The reactants are: [Cl:1][C:2]1[CH:3]=[C:4]([CH2:9]O)[CH:5]=[N:6][C:7]=1[Cl:8].C(Br)(Br)(Br)[Br:12].C1(P(C2C=CC=CC=2)CCCP(C2C=CC=CC=2)C2C=CC=CC=2)C=CC=CC=1.